From a dataset of Full USPTO retrosynthesis dataset with 1.9M reactions from patents (1976-2016). Predict the reactants needed to synthesize the given product. Given the product [C:14]([C:13]1[CH:16]=[C:17]([CH:18]=[CH:19][C:12]=1[N:5]1[C:6]2[C:11](=[CH:10][CH:9]=[CH:8][CH:7]=2)[C:3]([CH2:2][Br:1])=[N:4]1)[C:35]([O:37][CH3:38])=[O:36])#[N:15], predict the reactants needed to synthesize it. The reactants are: [Br:1][CH2:2][C:3]1[C:11]2[C:6](=[CH:7][CH:8]=[CH:9][CH:10]=2)[N:5]([C:12]2[CH:19]=[CH:18][CH:17]=[CH:16][C:13]=2[C:14]#[N:15])[N:4]=1.CC1C2C(=CC=CC=2)NN=1.C(C1C=C(C=CC=1F)[C:35]([O:37][CH3:38])=[O:36])#N.